From a dataset of Reaction yield outcomes from USPTO patents with 853,638 reactions. Predict the reaction yield, written as a fraction of the theoretical maximum amount of product (1.0 means a 100% yield; for example, 0.34 means a 34% yield). (1) The reactants are [Cl:1][C:2]1[N:7]=[C:6](S(C)=O)[N:5]=[C:4]2[N:11]([C:16]3[C:21]([F:22])=[CH:20][CH:19]=[CH:18][C:17]=3[F:23])[C:12](=[O:15])[NH:13][CH2:14][C:3]=12.[N:24]1([CH:29]2[CH2:34][CH2:33][NH:32][CH2:31][CH2:30]2)[CH2:28][CH2:27][CH2:26][CH2:25]1.C(N(CC)C(C)C)(C)C. The catalyst is C(Cl)Cl. The product is [Cl:1][C:2]1[N:7]=[C:6]([N:32]2[CH2:33][CH2:34][CH:29]([N:24]3[CH2:28][CH2:27][CH2:26][CH2:25]3)[CH2:30][CH2:31]2)[N:5]=[C:4]2[N:11]([C:16]3[C:21]([F:22])=[CH:20][CH:19]=[CH:18][C:17]=3[F:23])[C:12](=[O:15])[NH:13][CH2:14][C:3]=12. The yield is 0.810. (2) The reactants are C[O:2][C:3]([C:5]1[CH:6]=[C:7]([N:25]2[CH2:30][CH2:29][CH2:28][CH:27]([NH:31][C:32]([O:34][C:35]([CH3:38])([CH3:37])[CH3:36])=[O:33])[CH2:26]2)[CH:8]=[N:9][C:10]=1[O:11][C:12]1[CH:17]=[CH:16][C:15]([O:18][C:19]2[CH:24]=[CH:23][CH:22]=[CH:21][CH:20]=2)=[CH:14][CH:13]=1)=O.[NH3:39]. No catalyst specified. The product is [C:3]([C:5]1[CH:6]=[C:7]([N:25]2[CH2:30][CH2:29][CH2:28][CH:27]([NH:31][C:32](=[O:33])[O:34][C:35]([CH3:36])([CH3:37])[CH3:38])[CH2:26]2)[CH:8]=[N:9][C:10]=1[O:11][C:12]1[CH:13]=[CH:14][C:15]([O:18][C:19]2[CH:24]=[CH:23][CH:22]=[CH:21][CH:20]=2)=[CH:16][CH:17]=1)(=[O:2])[NH2:39]. The yield is 0.763. (3) The reactants are [C:1]([C:3]1[C:4]([I:14])=[C:5]([C:9]([O:11][CH2:12][CH3:13])=[O:10])[S:6][C:7]=1I)#[N:2].C[Sn](C)(C)[C:17]1[CH:22]=[CH:21][N:20]=[C:19]([NH:23][C:24](=[O:26])[CH3:25])[CH:18]=1.[Cl-].[Li+]. The catalyst is O1CCOCC1.[Cu]I.C1C=CC([P]([Pd]([P](C2C=CC=CC=2)(C2C=CC=CC=2)C2C=CC=CC=2)([P](C2C=CC=CC=2)(C2C=CC=CC=2)C2C=CC=CC=2)[P](C2C=CC=CC=2)(C2C=CC=CC=2)C2C=CC=CC=2)(C2C=CC=CC=2)C2C=CC=CC=2)=CC=1. The product is [C:24]([NH:23][C:19]1[CH:18]=[C:17]([C:7]2[S:6][C:5]([C:9]([O:11][CH2:12][CH3:13])=[O:10])=[C:4]([I:14])[C:3]=2[C:1]#[N:2])[CH:22]=[CH:21][N:20]=1)(=[O:26])[CH3:25]. The yield is 0.650. (4) The reactants are [NH2:1][C:2]1[C:7]([C:8]([C:10]2[CH:15]=[C:14]([F:16])[CH:13]=[CH:12][C:11]=2[O:17][CH3:18])=[O:9])=[CH:6][N:5]=[C:4](S(CC)=O)[N:3]=1.NC1C(C(C2C=C(F)C=CC=2OC)=O)=CN=C(S(CC)(=O)=O)N=1.[NH2:46][CH:47]1[CH2:52][CH2:51][N:50]([C:53]([O:55][C:56]([CH3:59])([CH3:58])[CH3:57])=[O:54])[CH2:49][CH2:48]1. The catalyst is CN1CCCC1=O.O. The product is [C:56]([O:55][C:53]([N:50]1[CH2:51][CH2:52][CH:47]([NH:46][C:4]2[N:3]=[C:2]([NH2:1])[C:7]([C:8](=[O:9])[C:10]3[CH:15]=[C:14]([F:16])[CH:13]=[CH:12][C:11]=3[O:17][CH3:18])=[CH:6][N:5]=2)[CH2:48][CH2:49]1)=[O:54])([CH3:59])([CH3:57])[CH3:58]. The yield is 0.950. (5) The reactants are [F:1][C:2]1[CH:7]=[C:6]([F:8])[CH:5]=[CH:4][C:3]=1[CH2:9][C:10]([C:12]1[CH:17]=[CH:16][CH:15]=[CH:14][CH:13]=1)=[O:11].[Br:18]Br. The catalyst is C(O)(=O)C. The product is [Br:18][CH:9]([C:3]1[CH:4]=[CH:5][C:6]([F:8])=[CH:7][C:2]=1[F:1])[C:10]([C:12]1[CH:13]=[CH:14][CH:15]=[CH:16][CH:17]=1)=[O:11]. The yield is 0.620. (6) The reactants are [Cl:1][C:2]1[N:7]=[C:6]([C:8]([O:10][CH2:11][CH3:12])=[O:9])[C:5](F)=[CH:4][N:3]=1.[NH:14]1[CH2:19][CH2:18][O:17][CH2:16][CH2:15]1. No catalyst specified. The product is [Cl:1][C:2]1[N:7]=[C:6]([C:8]([O:10][CH2:11][CH3:12])=[O:9])[C:5]([N:14]2[CH2:19][CH2:18][O:17][CH2:16][CH2:15]2)=[CH:4][N:3]=1. The yield is 0.530. (7) The reactants are [F:1][C:2]1[CH:7]=[CH:6][CH:5]=[CH:4][C:3]=1[N:8]1[C:16]2[C:11](=[C:12]([N:17]3[CH2:21][CH2:20][N:19]([CH2:22][C:23](O)=[O:24])[C:18]3=[O:26])[CH:13]=[CH:14][CH:15]=2)[CH:10]=[N:9]1.C([N:29]([CH:33]([CH3:35])C)[CH:30]([CH3:32])C)C.CN(C([O:43]N1N=NC2C=CC=NC1=2)=[N+](C)C)C.F[P-](F)(F)(F)(F)F. The catalyst is O1CCCC1. The product is [F:1][C:2]1[CH:7]=[CH:6][CH:5]=[CH:4][C:3]=1[N:8]1[C:16]2[C:11](=[C:12]([N:17]3[CH2:21][CH2:20][N:19]([CH2:22][C:23]([N:29]4[CH2:30][CH2:32][C@H:35]([OH:43])[CH2:33]4)=[O:24])[C:18]3=[O:26])[CH:13]=[CH:14][CH:15]=2)[CH:10]=[N:9]1. The yield is 0.840.